This data is from Catalyst prediction with 721,799 reactions and 888 catalyst types from USPTO. The task is: Predict which catalyst facilitates the given reaction. (1) Reactant: [Cl:1][C:2]1[CH:9]=[C:8]([OH:10])[CH:7]=[C:6]([Cl:11])[C:3]=1[CH:4]=[O:5].Br[CH2:13][C:14]([O:16][CH2:17][CH3:18])=[O:15].C(=O)([O-])[O-].[K+].[K+]. Product: [Cl:1][C:2]1[CH:9]=[C:8]([CH:7]=[C:6]([Cl:11])[C:3]=1[CH:4]=[O:5])[O:10][CH2:13][C:14]([O:16][CH2:17][CH3:18])=[O:15]. The catalyst class is: 21. (2) Reactant: C([O:9][CH2:10][C@@:11]1([CH3:20])[CH2:17][CH2:16][CH2:15][C:14]([F:19])([F:18])[CH2:13][O:12]1)(=O)C1C=CC=CC=1.[OH-].[Na+]. Product: [F:19][C:14]1([F:18])[CH2:13][O:12][C@:11]([CH2:10][OH:9])([CH3:20])[CH2:17][CH2:16][CH2:15]1. The catalyst class is: 36. (3) Reactant: P(Cl)(Cl)(Cl)(Cl)[Cl:2].N1C=CC=CC=1.C1(CC([NH:22][CH:23]2[C:45](=[O:46])[N:25]3[C:26]([C:33]([O:35][CH2:36][C:37]4[CH:42]=[CH:41][C:40]([O:43][CH3:44])=[CH:39][CH:38]=4)=[O:34])=[C:27]([CH:30]=[CH:31][CH3:32])[CH2:28][S:29][C@H:24]23)=O)C=CC=CC=1.C(O)CC(O)C. Product: [NH2:22][CH:23]1[C:45](=[O:46])[N:25]2[C:26]([C:33]([O:35][CH2:36][C:37]3[CH:38]=[CH:39][C:40]([O:43][CH3:44])=[CH:41][CH:42]=3)=[O:34])=[C:27]([CH:30]=[CH:31][CH3:32])[CH2:28][S:29][C@H:24]12.[ClH:2]. The catalyst class is: 343. (4) Reactant: [ClH:1].[CH2:2]([NH:9][S:10]([C:13]1[CH:14]=[CH:15][C:16]([CH3:60])=[C:17]([C:19]2[CH:24]=[CH:23][CH:22]=[C:21]([CH2:25][C@H:26]([NH:42][C:43]([C@H:45]3[CH2:50][CH2:49][C@H:48]([CH2:51][NH:52]C(=O)OC(C)(C)C)[CH2:47][CH2:46]3)=[O:44])[C:27](=[O:41])[NH:28][C:29]3[CH:34]=[CH:33][C:32]([C:35]4[NH:39][C:38](=[O:40])[NH:37][N:36]=4)=[CH:31][CH:30]=3)[CH:20]=2)[CH:18]=1)(=[O:12])=[O:11])[C:3]1[CH:8]=[CH:7][CH:6]=[CH:5][CH:4]=1.C(#N)C. Product: [ClH:1].[NH2:52][CH2:51][C@H:48]1[CH2:47][CH2:46][C@H:45]([C:43]([NH:42][C@@H:26]([CH2:25][C:21]2[CH:20]=[C:19]([C:17]3[CH:18]=[C:13]([S:10](=[O:11])(=[O:12])[NH:9][CH2:2][C:3]4[CH:8]=[CH:7][CH:6]=[CH:5][CH:4]=4)[CH:14]=[CH:15][C:16]=3[CH3:60])[CH:24]=[CH:23][CH:22]=2)[C:27](=[O:41])[NH:28][C:29]2[CH:34]=[CH:33][C:32]([C:35]3[NH:39][C:38](=[O:40])[NH:37][N:36]=3)=[CH:31][CH:30]=2)=[O:44])[CH2:50][CH2:49]1. The catalyst class is: 12.